Dataset: Catalyst prediction with 721,799 reactions and 888 catalyst types from USPTO. Task: Predict which catalyst facilitates the given reaction. (1) Reactant: [CH2:1]1[C:5]2([CH2:10][CH2:9][CH2:8][N:7]([C:11](OC(C)(C)C)=O)[CH2:6]2)[CH2:4][CH2:3][NH:2]1.CCN(CC)CC.[CH3:25][C:26](OC(C)=O)=[O:27].ClC1[N:38]=[CH:37][C:36]([C:39]([NH:41][C:42]2[CH:47]=[C:46]([C:48]3[S:49][CH:50]=[CH:51][CH:52]=3)[CH:45]=[CH:44][C:43]=2[NH:53]C(=O)OC(C)(C)C)=[O:40])=[CH:35][CH:34]=1. Product: [C:26]([N:2]1[CH2:3][CH2:4][C:5]2([CH2:10][CH2:9][CH2:8][N:7]([C:11]3[CH:34]=[CH:35][C:36]([C:39]([NH:41][C:42]4[CH:47]=[C:46]([C:48]5[S:49][CH:50]=[CH:51][CH:52]=5)[CH:45]=[CH:44][C:43]=4[NH2:53])=[O:40])=[CH:37][N:38]=3)[CH2:6]2)[CH2:1]1)(=[O:27])[CH3:25]. The catalyst class is: 3. (2) Reactant: Cl.[CH2:2]([O:9][C:10]1[CH:11]=[C:12]2[C:16](=[CH:17][CH:18]=1)[NH:15][CH2:14][CH2:13]2)[C:3]1[CH:8]=[CH:7][CH:6]=[CH:5][CH:4]=1.[CH2:19]([O:21][C:22](=[O:37])[CH2:23][CH2:24][N:25]([C:30]([O:32][C:33]([CH3:36])([CH3:35])[CH3:34])=[O:31])[CH2:26][C:27](O)=[O:28])[CH3:20].CCN(C(C)C)C(C)C.C1C=CC2N(O)N=NC=2C=1.CCN=C=NCCCN(C)C.Cl.C(=O)(O)[O-].[Na+]. Product: [CH2:19]([O:21][C:22](=[O:37])[CH2:23][CH2:24][N:25]([CH2:26][C:27]([N:15]1[C:16]2[C:12](=[CH:11][C:10]([O:9][CH2:2][C:3]3[CH:4]=[CH:5][CH:6]=[CH:7][CH:8]=3)=[CH:18][CH:17]=2)[CH2:13][CH2:14]1)=[O:28])[C:30]([O:32][C:33]([CH3:35])([CH3:36])[CH3:34])=[O:31])[CH3:20]. The catalyst class is: 3. (3) Reactant: [Cl:1][C:2]1[C:3]([C:28]2[C:36]3[C:31](=[CH:32][CH:33]=[CH:34][CH:35]=3)[N:30]([S:37]([C:40]3[CH:45]=[CH:44][CH:43]=[CH:42][CH:41]=3)(=[O:39])=[O:38])[CH:29]=2)=[N:4][C:5]([NH:8][C@@H:9]2[CH2:14][CH2:13][CH2:12][C@H:11]([NH:15][C:16](=[O:27])[C:17]3[CH:22]=[CH:21][C:20]([N+:23]([O-])=O)=[CH:19][C:18]=3[F:26])[CH2:10]2)=[N:6][CH:7]=1.CCOC(C)=O.CO. Product: [NH2:23][C:20]1[CH:21]=[CH:22][C:17]([C:16]([NH:15][C@H:11]2[CH2:12][CH2:13][CH2:14][C@@H:9]([NH:8][C:5]3[N:4]=[C:3]([C:28]4[C:36]5[C:31](=[CH:32][CH:33]=[CH:34][CH:35]=5)[N:30]([S:37]([C:40]5[CH:41]=[CH:42][CH:43]=[CH:44][CH:45]=5)(=[O:38])=[O:39])[CH:29]=4)[C:2]([Cl:1])=[CH:7][N:6]=3)[CH2:10]2)=[O:27])=[C:18]([F:26])[CH:19]=1. The catalyst class is: 250. (4) Reactant: Br[C:2]1[CH:28]=[CH:27][C:5]([C:6]([N:8]2[C:14]3[CH:15]=[CH:16][CH:17]=[CH:18][C:13]=3[CH2:12][N:11]([C:19]([O:21][C:22]([CH3:25])([CH3:24])[CH3:23])=[O:20])[C@H:10]([CH3:26])[CH2:9]2)=[O:7])=[C:4]([Cl:29])[CH:3]=1.C1(P(C2C=CC=CC=2)C2C=CC3C(=CC=CC=3)C=2C2C3C(=CC=CC=3)C=CC=2P(C2C=CC=CC=2)C2C=CC=CC=2)C=CC=CC=1.C(=O)([O-])[O-].[Cs+].[Cs+].[CH2:82]1[CH:86]([OH:87])[CH2:85][NH:84][CH2:83]1. Product: [Cl:29][C:4]1[CH:3]=[C:2]([N:84]2[CH2:83][CH2:82][CH:86]([OH:87])[CH2:85]2)[CH:28]=[CH:27][C:5]=1[C:6]([N:8]1[C:14]2[CH:15]=[CH:16][CH:17]=[CH:18][C:13]=2[CH2:12][N:11]([C:19]([O:21][C:22]([CH3:25])([CH3:24])[CH3:23])=[O:20])[C@H:10]([CH3:26])[CH2:9]1)=[O:7]. The catalyst class is: 164. (5) Reactant: [Cl:1][C:2]1[CH:10]=[CH:9][C:8]2[NH:7][C:6]3[CH2:11][C:12]([CH3:17])([CH3:16])[N:13]([CH3:15])[CH2:14][C:5]=3[C:4]=2[CH:3]=1.[F:18][C:19]([F:29])([F:28])[C:20]1[CH:25]=[CH:24][C:23]([CH:26]=[CH2:27])=[CH:22][N:21]=1.[OH-].[K+]. Product: [Cl:1][C:2]1[CH:10]=[CH:9][C:8]2[N:7]([CH2:27][CH2:26][C:23]3[CH:22]=[N:21][C:20]([C:19]([F:29])([F:18])[F:28])=[CH:25][CH:24]=3)[C:6]3[CH2:11][C:12]([CH3:17])([CH3:16])[N:13]([CH3:15])[CH2:14][C:5]=3[C:4]=2[CH:3]=1. The catalyst class is: 37. (6) Reactant: [O:1]=[C:2]1[CH2:6][CH2:5][CH2:4][NH:3]1.[H-].[Na+].Br[CH2:10][C:11]1[O:12][C:13]2[CH:19]=[C:18]([C:20]([O:22][CH2:23][CH3:24])=[O:21])[CH:17]=[C:16]([O:25][C:26]3[CH:31]=[CH:30][C:29]([S:32]([CH3:35])(=[O:34])=[O:33])=[CH:28][CH:27]=3)[C:14]=2[CH:15]=1.O. Product: [CH3:35][S:32]([C:29]1[CH:30]=[CH:31][C:26]([O:25][C:16]2[C:14]3[CH:15]=[C:11]([CH2:10][N:3]4[CH2:4][CH2:5][CH2:6][C:2]4=[O:1])[O:12][C:13]=3[CH:19]=[C:18]([C:20]([O:22][CH2:23][CH3:24])=[O:21])[CH:17]=2)=[CH:27][CH:28]=1)(=[O:34])=[O:33]. The catalyst class is: 3. (7) Reactant: [C:1]([C:3]1[C:8]([O:9][CH3:10])=[CH:7][C:6]2[O:11][CH2:12][C:13]3[C:17]([C:18]([OH:20])=[O:19])=[N:16][N:15]([C:21]4[CH:25]=[CH:24][S:23][CH:22]=4)[C:14]=3[C:5]=2[CH:4]=1)#[N:2].[OH:26]O.[OH-].[Na+]. Product: [C:1]([C:3]1[C:8]([O:9][CH3:10])=[CH:7][C:6]2[O:11][CH2:12][C:13]3[C:17]([C:18]([OH:20])=[O:19])=[N:16][N:15]([C:21]4[CH:25]=[CH:24][S:23][CH:22]=4)[C:14]=3[C:5]=2[CH:4]=1)(=[O:26])[NH2:2]. The catalyst class is: 16. (8) Reactant: C[O:2][C:3]([C:5]1([C:8]2[CH:13]=[CH:12][C:11]([C:14]3[CH:19]=[CH:18][C:17]([N:20]4[C:24]([NH:25][C:26]([O:28][C@@H:29]([C:31]5[CH:36]=[CH:35][CH:34]=[CH:33][CH:32]=5)[CH3:30])=[O:27])=[CH:23][N:22]=[N:21]4)=[CH:16][CH:15]=3)=[CH:10][CH:9]=2)[CH2:7][CH2:6]1)=[O:4].C1COCC1.CO.[OH-].[Na+]. Product: [C:31]1([C@H:29]([O:28][C:26]([NH:25][C:24]2[N:20]([C:17]3[CH:18]=[CH:19][C:14]([C:11]4[CH:10]=[CH:9][C:8]([C:5]5([C:3]([OH:4])=[O:2])[CH2:6][CH2:7]5)=[CH:13][CH:12]=4)=[CH:15][CH:16]=3)[N:21]=[N:22][CH:23]=2)=[O:27])[CH3:30])[CH:36]=[CH:35][CH:34]=[CH:33][CH:32]=1. The catalyst class is: 6.